From a dataset of Reaction yield outcomes from USPTO patents with 853,638 reactions. Predict the reaction yield, written as a fraction of the theoretical maximum amount of product (1.0 means a 100% yield; for example, 0.34 means a 34% yield). (1) No catalyst specified. The yield is 0.550. The reactants are [CH:1]1([Mg]Br)[CH2:3][CH2:2]1.[Cl:6][C:7]1[CH:8]=[CH:9][C:10]([C:31]([O:33]C)=O)=[C:11]2[C:15]=1[N:14]=[C:13]1[N:16]([C:20]3[C:21]([O:29][CH3:30])=[N:22][C:23]([CH3:28])=[N:24][C:25]=3[O:26][CH3:27])[CH2:17][CH2:18][CH2:19][N:12]21.O1[CH2:39][CH2:38][CH2:37]C1. The product is [Cl:6][C:7]1[C:15]2[N:14]=[C:13]3[N:16]([C:20]4[C:25]([O:26][CH3:27])=[N:24][C:23]([CH3:28])=[N:22][C:21]=4[O:29][CH3:30])[CH2:17][CH2:18][CH2:19][N:12]3[C:11]=2[C:10]([C:31]([CH:37]2[CH2:38][CH2:39]2)([CH:1]2[CH2:3][CH2:2]2)[OH:33])=[CH:9][CH:8]=1. (2) The reactants are [Cl:1][C:2]1[CH:17]=[CH:16][C:5]([CH2:6][C:7]2[CH2:11][CH2:10][C:9]([CH3:13])([CH3:12])[C:8]=2[CH:14]=[O:15])=[CH:4][CH:3]=1.[BH4-].[Na+].[BH4-].C1(C)C=CC=CC=1. The catalyst is CO.O. The product is [Cl:1][C:2]1[CH:3]=[CH:4][C:5]([CH2:6][C:7]2[CH2:11][CH2:10][C:9]([CH3:13])([CH3:12])[C:8]=2[CH2:14][OH:15])=[CH:16][CH:17]=1. The yield is 0.912. (3) The yield is 0.880. The catalyst is ClCCl. The reactants are CS(C)=O.C(Cl)(=O)C(Cl)=O.[C:11]([C:15]1[N:20]=[C:19]([CH2:21][OH:22])[CH:18]=[CH:17][CH:16]=1)([CH3:14])([CH3:13])[CH3:12].C(N(CC)CC)C. The product is [C:11]([C:15]1[N:20]=[C:19]([CH:21]=[O:22])[CH:18]=[CH:17][CH:16]=1)([CH3:14])([CH3:12])[CH3:13]. (4) The reactants are CO[C:3]([C:5]1[CH:10]=[N:9][C:8]([NH:11][CH2:12][C:13]2[C:14]([C:19]3[CH:24]=[CH:23][CH:22]=[CH:21][CH:20]=3)=[N:15][O:16][C:17]=2[CH3:18])=[CH:7][N:6]=1)=[O:4].[CH:25]1([NH2:28])[CH2:27][CH2:26]1. No catalyst specified. The product is [CH:25]1([NH:28][C:3]([C:5]2[CH:10]=[N:9][C:8]([NH:11][CH2:12][C:13]3[C:14]([C:19]4[CH:20]=[CH:21][CH:22]=[CH:23][CH:24]=4)=[N:15][O:16][C:17]=3[CH3:18])=[CH:7][N:6]=2)=[O:4])[CH2:27][CH2:26]1. The yield is 0.860. (5) The reactants are [C@H:1]12[N:8]([C:9]([C:11]3[CH:16]=[CH:15][CH:14]=[CH:13][C:12]=3[C:17]3[O:21][N:20]=[C:19]([CH3:22])[N:18]=3)=[O:10])[CH2:7][C@H:6]1[CH2:5][CH2:4][NH:3][CH2:2]2.Cl[C:24]1[N:29]=[C:28](C)[CH:27]=[C:26](C)[N:25]=1.C[CH2:33][N:34](C(C)C)[CH:35](C)C. The catalyst is C(#N)C. The product is [CH3:33][N:34]([CH3:35])[C:26]1[CH:27]=[C:28]([N:3]2[CH2:4][CH2:5][C@H:6]3[C@H:1]([N:8]([C:9]([C:11]4[CH:16]=[CH:15][CH:14]=[CH:13][C:12]=4[C:17]4[O:21][N:20]=[C:19]([CH3:22])[N:18]=4)=[O:10])[CH2:7]3)[CH2:2]2)[N:29]=[CH:24][N:25]=1. The yield is 0.550.